Dataset: Full USPTO retrosynthesis dataset with 1.9M reactions from patents (1976-2016). Task: Predict the reactants needed to synthesize the given product. Given the product [NH2:33][C:4]1[S:3][C:2]([C:43]2[CH:44]=[C:45]([CH3:48])[CH:46]=[CH:47][C:42]=2[F:41])=[N:6][C:5]=1[C:7]([NH:8][C:9]1[CH:10]=[N:11][N:12]([CH3:31])[C:13]=1[C@@H:14]1[CH2:20][CH2:19][C@@H:18]([NH2:21])[C@@H:17]([O:29][CH3:30])[CH2:16][O:15]1)=[O:32], predict the reactants needed to synthesize it. The reactants are: Br[C:2]1[S:3][C:4]([NH:33]C(=O)OC(C)(C)C)=[C:5]([C:7](=[O:32])[NH:8][C:9]2[CH:10]=[N:11][N:12]([CH3:31])[C:13]=2[C@@H:14]2[CH2:20][CH2:19][C@@H:18]([NH:21]C(OC(C)(C)C)=O)[C@@H:17]([O:29][CH3:30])[CH2:16][O:15]2)[N:6]=1.[F:41][C:42]1[CH:47]=[CH:46][C:45]([CH3:48])=[CH:44][C:43]=1B(O)O.